The task is: Predict the product of the given reaction.. This data is from Forward reaction prediction with 1.9M reactions from USPTO patents (1976-2016). (1) Given the reactants [CH:1]1([C:4]2[N:8]=[C:7]([C:9]3[C:16]4[C:15]([CH3:18])([CH3:17])[O:14][C:13]([CH3:20])([CH3:19])[C:12]=4[S:11][C:10]=3[N:21]3[C:25](=[O:26])[C:24]4[CH2:27][CH2:28][CH2:29][C:23]=4[C:22]3=[O:30])[O:6][N:5]=2)[CH2:3][CH2:2]1.[OH-].[Na+].CC([O:37]C)(C)C.Cl, predict the reaction product. The product is: [CH:1]1([C:4]2[N:8]=[C:7]([C:9]3[C:16]4[C:15]([CH3:17])([CH3:18])[O:14][C:13]([CH3:20])([CH3:19])[C:12]=4[S:11][C:10]=3[NH:21][C:22]([C:23]3[CH2:29][CH2:28][CH2:27][C:24]=3[C:25]([OH:26])=[O:37])=[O:30])[O:6][N:5]=2)[CH2:2][CH2:3]1. (2) The product is: [CH2:12]([O:19][CH2:20][C@@H:21]([CH2:22][N:8]1[CH:7]=[N:6][C:5]2[C:9]1=[N:10][C:2]([NH2:1])=[N:3][C:4]=2[Cl:11])[C@H:24]([O:26][Si:27]([C:30]([CH3:31])([CH3:33])[CH3:32])([CH3:28])[CH3:29])[CH3:25])[C:13]1[CH:18]=[CH:17][CH:16]=[CH:15][CH:14]=1. Given the reactants [NH2:1][C:2]1[N:10]=[C:9]2[C:5]([NH:6][CH:7]=[N:8]2)=[C:4]([Cl:11])[N:3]=1.[CH2:12]([O:19][CH2:20][C@H:21]([C@H:24]([O:26][Si:27]([C:30]([CH3:33])([CH3:32])[CH3:31])([CH3:29])[CH3:28])[CH3:25])[CH2:22]O)[C:13]1[CH:18]=[CH:17][CH:16]=[CH:15][CH:14]=1.C1(P(C2C=CC=CC=2)C2C=CC=CC=2)C=CC=CC=1.CC(OC(/N=N/C(OC(C)C)=O)=O)C, predict the reaction product.